Task: Predict which catalyst facilitates the given reaction.. Dataset: Catalyst prediction with 721,799 reactions and 888 catalyst types from USPTO (1) Reactant: [CH3:1][N:2]1[CH2:7][CH2:6][N:5]([C:8](=[O:13])[CH2:9][C:10]([O-:12])=O)[CH2:4][CH2:3]1.[Li+].[F:15][C:16]([F:25])([F:24])[C:17]1[CH:18]=[C:19]([CH:21]=[CH:22][CH:23]=1)[NH2:20].C(N(C(C)C)C(C)C)C.O.ON1C2C=CC=CC=2N=N1.Cl.C(N=C=NCCCN(C)C)C. Product: [CH3:1][N:2]1[CH2:3][CH2:4][N:5]([C:8](=[O:13])[CH2:9][C:10]([NH:20][C:19]2[CH:21]=[CH:22][CH:23]=[C:17]([C:16]([F:15])([F:24])[F:25])[CH:18]=2)=[O:12])[CH2:6][CH2:7]1. The catalyst class is: 9. (2) Reactant: [C:1]1([CH2:7][CH2:8][C:9]2[C:17]3[CH:16]=[CH:15][S:14][C:13]=3[CH:12]=[CH:11][CH:10]=2)[CH:6]=[CH:5][CH:4]=[CH:3][CH:2]=1.C([Li])CCC.[CH2:23]([O:30][C@@H:31]1[C@@H:37]([O:38][CH2:39][C:40]2[CH:45]=[CH:44][CH:43]=[CH:42][CH:41]=2)[C@H:36]([O:46][CH2:47][C:48]2[CH:53]=[CH:52][CH:51]=[CH:50][CH:49]=2)[C@@H:35]([CH2:54][O:55][CH2:56][C:57]2[CH:62]=[CH:61][CH:60]=[CH:59][CH:58]=2)[O:34][C:32]1=[O:33])[C:24]1[CH:29]=[CH:28][CH:27]=[CH:26][CH:25]=1.[Cl-].[NH4+]. Product: [CH2:23]([O:30][C@@H:31]1[C@@H:37]([O:38][CH2:39][C:40]2[CH:45]=[CH:44][CH:43]=[CH:42][CH:41]=2)[C@H:36]([O:46][CH2:47][C:48]2[CH:49]=[CH:50][CH:51]=[CH:52][CH:53]=2)[C@@H:35]([CH2:54][O:55][CH2:56][C:57]2[CH:58]=[CH:59][CH:60]=[CH:61][CH:62]=2)[O:34][C:32]1([C:15]1[S:14][C:13]2[CH:12]=[CH:11][CH:10]=[C:9]([CH2:8][CH2:7][C:1]3[CH:2]=[CH:3][CH:4]=[CH:5][CH:6]=3)[C:17]=2[CH:16]=1)[OH:33])[C:24]1[CH:25]=[CH:26][CH:27]=[CH:28][CH:29]=1. The catalyst class is: 7. (3) Reactant: [CH3:1][N:2]1[C:7](=[O:8])[C:6]2[C:9]([C:30]3[CH:35]=[CH:34][CH:33]=[CH:32][CH:31]=3)=[C:10]([C:12]3[CH:17]=[CH:16][C:15]([C:18]4([NH:22][C:23](=[O:29])[O:24][C:25]([CH3:28])([CH3:27])[CH3:26])[CH2:21][CH2:20][CH2:19]4)=[CH:14][CH:13]=3)[O:11][C:5]=2[N:4]=[C:3]1S(C)(=O)=O.Cl.[NH2:41][CH2:42][C:43]([NH:45][CH3:46])=[O:44].C(N(CC)CC)C. Product: [CH3:1][N:2]1[C:7](=[O:8])[C:6]2[C:9]([C:30]3[CH:35]=[CH:34][CH:33]=[CH:32][CH:31]=3)=[C:10]([C:12]3[CH:17]=[CH:16][C:15]([C:18]4([NH:22][C:23](=[O:29])[O:24][C:25]([CH3:28])([CH3:27])[CH3:26])[CH2:21][CH2:20][CH2:19]4)=[CH:14][CH:13]=3)[O:11][C:5]=2[N:4]=[C:3]1[NH:41][CH2:42][C:43]([NH:45][CH3:46])=[O:44]. The catalyst class is: 248. (4) Reactant: I[CH2:2][CH3:3].[Cl:4][C:5]1[C:6]([OH:13])=[C:7]([CH:10]=[CH:11][CH:12]=1)[CH:8]=[O:9].C([O-])([O-])=O.[K+].[K+]. The catalyst class is: 3. Product: [Cl:4][C:5]1[C:6]([O:13][CH2:2][CH3:3])=[C:7]([CH:10]=[CH:11][CH:12]=1)[CH:8]=[O:9]. (5) Reactant: Br[C:2]1[CH:7]=[CH:6][C:5]([C:8]2[C:34]([Cl:35])=[CH:33][C:11]3[N:12]([CH2:25][O:26][CH2:27][CH2:28][Si:29]([CH3:32])([CH3:31])[CH3:30])[C:13]([O:15][CH:16]4[CH2:19][CH:18]([C:20]([O:22][CH2:23][CH3:24])=[O:21])[CH2:17]4)=[N:14][C:10]=3[CH:9]=2)=[CH:4][CH:3]=1.[OH:36][C:37]1[CH:42]=[CH:41][CH:40]=[CH:39][C:38]=1B(O)O.C([O-])([O-])=O.[K+].[K+]. Product: [Cl:35][C:34]1[C:8]([C:5]2[CH:4]=[CH:3][C:2]([C:38]3[CH:39]=[CH:40][CH:41]=[CH:42][C:37]=3[OH:36])=[CH:7][CH:6]=2)=[CH:9][C:10]2[N:14]=[C:13]([O:15][CH:16]3[CH2:19][CH:18]([C:20]([O:22][CH2:23][CH3:24])=[O:21])[CH2:17]3)[N:12]([CH2:25][O:26][CH2:27][CH2:28][Si:29]([CH3:31])([CH3:32])[CH3:30])[C:11]=2[CH:33]=1. The catalyst class is: 455. (6) Reactant: [Br:1][C:2]1[CH:3]=[C:4]([CH:20]=[CH:21][CH:22]=1)[CH2:5][N:6]1[C:14]2[C:13](=[O:15])[N:12]([CH3:16])[C:11](=[O:17])[N:10]([CH3:18])[C:9]=2[N:8]=[C:7]1[SH:19].Br[CH2:24][C:25](=[O:28])[CH2:26][CH3:27].C(=O)([O-])[O-].[K+].[K+]. Product: [Br:1][C:2]1[CH:3]=[C:4]([CH:20]=[CH:21][CH:22]=1)[CH2:5][N:6]1[C:14]2[C:13](=[O:15])[N:12]([CH3:16])[C:11](=[O:17])[N:10]([CH3:18])[C:9]=2[N:8]=[C:7]1[S:19][CH2:24][C:25](=[O:28])[CH2:26][CH3:27]. The catalyst class is: 248. (7) Reactant: [CH3:1][C:2]1([CH3:46])[O:7][C:6]2[CH:8]=[CH:9][C:10]([C@H:12]3[O:16][C:15](=[O:17])[N:14]([CH2:18][CH2:19][CH2:20][CH2:21][CH2:22][CH2:23][O:24][CH2:25][CH2:26][O:27][CH2:28][C:29]4[CH:30]=[C:31]([NH:35][C:36]([NH:38][C:39]5[CH:44]=[CH:43][CH:42]=[C:41](I)[CH:40]=5)=[O:37])[CH:32]=[CH:33][CH:34]=4)[CH2:13]3)=[CH:11][C:5]=2[CH2:4][O:3]1.[C:47]1([C:53]#[CH:54])[CH:52]=[CH:51][CH:50]=[CH:49][CH:48]=1.C(N(C(C)C)CC)(C)C. Product: [CH3:1][C:2]1([CH3:46])[O:7][C:6]2[CH:8]=[CH:9][C:10]([C@H:12]3[O:16][C:15](=[O:17])[N:14]([CH2:18][CH2:19][CH2:20][CH2:21][CH2:22][CH2:23][O:24][CH2:25][CH2:26][O:27][CH2:28][C:29]4[CH:30]=[C:31]([NH:35][C:36]([NH:38][C:39]5[CH:44]=[CH:43][CH:42]=[C:41]([C:54]#[C:53][C:47]6[CH:52]=[CH:51][CH:50]=[CH:49][CH:48]=6)[CH:40]=5)=[O:37])[CH:32]=[CH:33][CH:34]=4)[CH2:13]3)=[CH:11][C:5]=2[CH2:4][O:3]1. The catalyst class is: 654. (8) Reactant: [OH-].[Na+].[Br:3][C:4]1C=C2[C:11](=[CH:12][CH:13]=1)[CH:10]=[C:9](O)C=C2.Cl.Cl[CH2:17][CH2:18][N:19]1[CH2:24][CH2:23][CH2:22][CH2:21][CH2:20]1.[O:25]1[CH2:29][CH2:28][CH2:27][CH2:26]1. Product: [Br:3][C:4]1[C:13]2[C:26](=[CH:9][CH:10]=[CH:11][CH:12]=2)[CH:27]=[CH:28][C:29]=1[O:25][CH2:17][CH2:18][N:19]1[CH2:24][CH2:23][CH2:22][CH2:21][CH2:20]1. The catalyst class is: 6. (9) Reactant: [C:1](=[O:22])([O:20][CH3:21])[O:2][C:3]1[CH:8]=[C:7]([N+:9]([O-])=O)[C:6]([C:12]([CH3:15])([CH3:14])[CH3:13])=[CH:5][C:4]=1[C:16]([CH3:19])([CH3:18])[CH3:17]. Product: [C:1](=[O:22])([O:20][CH3:21])[O:2][C:3]1[CH:8]=[C:7]([NH2:9])[C:6]([C:12]([CH3:13])([CH3:14])[CH3:15])=[CH:5][C:4]=1[C:16]([CH3:19])([CH3:18])[CH3:17]. The catalyst class is: 43. (10) Reactant: [NH2:1][C:2]1[N:3]=[C:4](S(C)(=O)=O)[C:5]2[N:10]=[C:9]([CH2:11][CH2:12][C:13]3[CH:18]=[CH:17][C:16]([F:19])=[CH:15][CH:14]=3)[S:8][C:6]=2[N:7]=1.C(N(C(C)C)CC)(C)C.Cl.[C:34]([CH:42]1[CH2:47][CH2:46][NH:45][CH2:44][CH2:43]1)(=[O:41])[C:35]1[CH:40]=[CH:39][CH:38]=[CH:37][CH:36]=1. Product: [NH2:1][C:2]1[N:3]=[C:4]([N:45]2[CH2:46][CH2:47][CH:42]([C:34](=[O:41])[C:35]3[CH:36]=[CH:37][CH:38]=[CH:39][CH:40]=3)[CH2:43][CH2:44]2)[C:5]2[N:10]=[C:9]([CH2:11][CH2:12][C:13]3[CH:18]=[CH:17][C:16]([F:19])=[CH:15][CH:14]=3)[S:8][C:6]=2[N:7]=1. The catalyst class is: 10.